The task is: Predict the reactants needed to synthesize the given product.. This data is from Full USPTO retrosynthesis dataset with 1.9M reactions from patents (1976-2016). (1) Given the product [Br:1][C:2]1[CH:7]=[CH:6][C:5]([F:8])=[C:4]2[C:3]=1[N:9]=[C:12]([CH3:13])[CH:11]=[CH:10]2, predict the reactants needed to synthesize it. The reactants are: [Br:1][C:2]1[CH:7]=[CH:6][C:5]([F:8])=[CH:4][C:3]=1[NH2:9].[CH:10](=O)/[CH:11]=[CH:12]/[CH3:13].O.[NH4+].[OH-]. (2) Given the product [Cl:7][C:8]1[C:9]([F:16])=[CH:10][C:11]([I:15])=[C:12]([NH:13][C:28]([C:26]2[CH:25]=[N:24][N:23]([CH:18]3[CH2:19][CH2:20][CH2:21][CH2:22][O:17]3)[CH:27]=2)=[O:29])[CH:14]=1, predict the reactants needed to synthesize it. The reactants are: CC(C)([O-])C.[K+].[Cl:7][C:8]1[C:9]([F:16])=[CH:10][C:11]([I:15])=[C:12]([CH:14]=1)[NH2:13].[O:17]1[CH2:22][CH2:21][CH2:20][CH2:19][CH:18]1[N:23]1[CH:27]=[C:26]([C:28](F)=[O:29])[CH:25]=[N:24]1.C([O-])(O)=O.[Na+]. (3) Given the product [Cl:1][C:2]1[CH:3]=[C:4]([CH:8]=[C:9]([Cl:11])[N:10]=1)[C:5]([O:7][C:24]([CH3:27])([CH3:26])[CH3:25])=[O:6], predict the reactants needed to synthesize it. The reactants are: [Cl:1][C:2]1[CH:3]=[C:4]([CH:8]=[C:9]([Cl:11])[N:10]=1)[C:5]([OH:7])=[O:6].CN(C1C=CC=CN=1)C.C(OC(O[C:24]([CH3:27])([CH3:26])[CH3:25])=O)(O[C:24]([CH3:27])([CH3:26])[CH3:25])=O.